This data is from CYP2D6 inhibition data for predicting drug metabolism from PubChem BioAssay. The task is: Regression/Classification. Given a drug SMILES string, predict its absorption, distribution, metabolism, or excretion properties. Task type varies by dataset: regression for continuous measurements (e.g., permeability, clearance, half-life) or binary classification for categorical outcomes (e.g., BBB penetration, CYP inhibition). Dataset: cyp2d6_veith. (1) The molecule is COC(=O)[C@@]1(Cc2ccccc2)[C@H]2c3cc(C(=O)N4CCCC4)n(Cc4ccccc4)c3C[C@H]2CN1C(=O)c1ccccc1. The result is 0 (non-inhibitor). (2) The molecule is Cc1ccc(S(=O)(=O)NCC2CCC(C(=O)N3CCC4(CC3)OCCO4)CC2)cc1. The result is 0 (non-inhibitor). (3) The drug is Cc1ccc2nc(SCc3nnc(-c4ccccc4[N+](=O)[O-])o3)c(C#N)cc2c1. The result is 0 (non-inhibitor). (4) The molecule is CC(C)c1ccc(NC(=O)N(CCc2nc3ccccc3[nH]2)C2CCCC2)cc1. The result is 1 (inhibitor). (5) The drug is COc1ccc(NC(=O)N2CC3(CCNCC3)C2)cc1. The result is 0 (non-inhibitor).